The task is: Predict the product of the given reaction.. This data is from Forward reaction prediction with 1.9M reactions from USPTO patents (1976-2016). (1) The product is: [CH2:33]([C:32]1[C:31]([C:30]([O:36][CH2:37][CH3:38])=[O:35])=[C:16]2[C:17]3[CH2:23][CH2:22][O:21][C:18]=3[CH:19]=[CH:20][N:15]2[N:14]=1)[CH3:34]. Given the reactants [N+](C1C=C([N+]([O-])=O)C=CC=1[O-])([O-])=O.[NH2:14][N+:15]1[CH:20]=[CH:19][C:18]2[O:21][CH2:22][CH2:23][C:17]=2[CH:16]=1.C(=O)([O-])[O-].[K+].[K+].[C:30]([O:36][CH2:37][CH3:38])(=[O:35])[C:31]#[C:32][CH2:33][CH3:34], predict the reaction product. (2) The product is: [F:1][C:2]1[C:3]([CH3:19])=[C:4]([C:8]2([C:15]([O:17][CH3:18])=[O:16])[CH2:9][CH:10]=[C:11]([O:14][S:43]([C:46]([F:49])([F:48])[F:47])(=[O:45])=[O:44])[CH2:12][CH2:13]2)[CH:5]=[CH:6][CH:7]=1. Given the reactants [F:1][C:2]1[C:3]([CH3:19])=[C:4]([C:8]2([C:15]([O:17][CH3:18])=[O:16])[CH2:13][CH2:12][C:11](=[O:14])[CH2:10][CH2:9]2)[CH:5]=[CH:6][CH:7]=1.C1COCC1.C[Si]([N-][Si](C)(C)C)(C)C.[Na+].ClC1C=CC(N([S:43]([C:46]([F:49])([F:48])[F:47])(=[O:45])=[O:44])[S:43]([C:46]([F:49])([F:48])[F:47])(=[O:45])=[O:44])=NC=1, predict the reaction product. (3) The product is: [CH3:16][O:15][C:13](=[O:14])[C:17]1[CH:26]=[CH:25][C:20]([CH2:21][N:22]([C:8](=[O:9])[CH:7]=[C:5]2[C:4](=[O:11])[O:3][C:2]([CH3:12])([CH3:1])[O:6]2)[O:23][CH3:24])=[CH:19][CH:18]=1. Given the reactants [CH3:1][C:2]1([CH3:12])[O:6][C:5](=[CH:7][C:8](Cl)=[O:9])[C:4](=[O:11])[O:3]1.[C:13]([C:17]1[CH:26]=[CH:25][C:20]([CH2:21][NH:22][O:23][CH3:24])=[CH:19][CH:18]=1)([O:15][CH3:16])=[O:14], predict the reaction product. (4) Given the reactants [C:1]([O:4][C@H:5]1[C@@H:9]([O:10][C:11](=[O:13])[CH3:12])[C@H:8]([N:14]2[CH:19]=[CH:18][C:17](=[O:20])[NH:16][C:15]2=[O:21])[O:7][C@@H:6]1[C@H:22]([OH:53])[CH:23]([C:48]([O:50][CH2:51][CH3:52])=[O:49])[NH:24][CH2:25][CH2:26][CH2:27][NH:28][C:29](=[O:47])[C@H:30]([C@@H:42]([OH:46])[CH:43]([CH3:45])[CH3:44])[NH:31]C(=O)OCC1C=CC=CC=1)(=[O:3])[CH3:2], predict the reaction product. The product is: [NH2:31][C@@H:30]([C@@H:42]([OH:46])[CH:43]([CH3:45])[CH3:44])[C:29]([NH:28][CH2:27][CH2:26][CH2:25][NH:24][CH:23]([C@H:22]([C@@H:6]1[C@@H:5]([O:4][C:1](=[O:3])[CH3:2])[C@@H:9]([O:10][C:11](=[O:13])[CH3:12])[C@H:8]([N:14]2[CH:19]=[CH:18][C:17](=[O:20])[NH:16][C:15]2=[O:21])[O:7]1)[OH:53])[C:48]([O:50][CH2:51][CH3:52])=[O:49])=[O:47]. (5) Given the reactants C([O:3][C:4]([C:6]1[N:7]([CH2:15][C:16]2[CH:21]=[CH:20][C:19]([C:22]([F:25])([F:24])[F:23])=[CH:18][CH:17]=2)[C:8]2[C:13]([CH:14]=1)=[CH:12][CH:11]=[CH:10][CH:9]=2)=[O:5])C.[OH-].[K+].O.Cl, predict the reaction product. The product is: [F:24][C:22]([F:23])([F:25])[C:19]1[CH:18]=[CH:17][C:16]([CH2:15][N:7]2[C:8]3[C:13](=[CH:12][CH:11]=[CH:10][CH:9]=3)[CH:14]=[C:6]2[C:4]([OH:5])=[O:3])=[CH:21][CH:20]=1. (6) Given the reactants C[Si](C)(C)C#[C:4][O:5][C:6](=[O:16])[C:7]1[CH:12]=[CH:11][CH:10]=[C:9]([N+:13]([O-:15])=[O:14])[CH:8]=1.[F-].[CH2:20]([N+](CCCC)(CCCC)CCCC)[CH2:21]CC.Cl, predict the reaction product. The product is: [C:20]([C:10]1[CH:11]=[CH:12][C:7]([C:6]([O:5][CH3:4])=[O:16])=[CH:8][C:9]=1[N+:13]([O-:15])=[O:14])#[CH:21]. (7) Given the reactants [CH3:1][S:2][C:3]1[O:4][C:5]2[CH:11]=[C:10]([O:12][C:13]3[CH:18]=[CH:17][N:16]=[C:15]([C:19]([NH:21][CH3:22])=[O:20])[CH:14]=3)[CH:9]=[CH:8][C:6]=2[N:7]=1.ClC1C=C(C=CC=1)C(OO)=[O:28], predict the reaction product. The product is: [CH3:1][S:2]([C:3]1[O:4][C:5]2[CH:11]=[C:10]([O:12][C:13]3[CH:18]=[CH:17][N:16]=[C:15]([C:19]([NH:21][CH3:22])=[O:20])[CH:14]=3)[CH:9]=[CH:8][C:6]=2[N:7]=1)=[O:28]. (8) Given the reactants [Br:1][CH2:2][CH2:3][N:4]([CH2:25][CH2:26][Br:27])[C:5]1[C:6]([S:21]([CH3:24])(=[O:23])=[O:22])=[CH:7][C:8]([N+:18]([O-:20])=[O:19])=[C:9]([CH:17]=1)[C:10]([N:12]([CH2:14][CH2:15][OH:16])[CH3:13])=[O:11].N1C=NN=N1.[C:33]([O:37][P:38](N(C(C)C)C(C)C)[O:39][C:40]([CH3:43])([CH3:42])[CH3:41])([CH3:36])([CH3:35])[CH3:34].C1C=C(Cl)C=C(C(OO)=[O:59])C=1, predict the reaction product. The product is: [P:38]([O:37][C:33]([CH3:34])([CH3:35])[CH3:36])([O:39][C:40]([CH3:41])([CH3:42])[CH3:43])([O:16][CH2:15][CH2:14][N:12]([CH3:13])[C:10](=[O:11])[C:9]1[CH:17]=[C:5]([N:4]([CH2:3][CH2:2][Br:1])[CH2:25][CH2:26][Br:27])[C:6]([S:21]([CH3:24])(=[O:23])=[O:22])=[CH:7][C:8]=1[N+:18]([O-:20])=[O:19])=[O:59]. (9) Given the reactants [O:1]1[CH2:6][CH2:5][CH:4]([CH2:7][C:8]([OH:10])=O)[CH2:3][CH2:2]1.C(Cl)(=O)C([Cl:14])=O, predict the reaction product. The product is: [O:1]1[CH2:6][CH2:5][CH:4]([CH2:7][C:8]([Cl:14])=[O:10])[CH2:3][CH2:2]1. (10) Given the reactants [NH2:1][CH2:2][C@H:3]1[C@H:9]([C:10]2[CH:15]=[CH:14][C:13]([Cl:16])=[C:12]([F:17])[CH:11]=2)[O:8][CH2:7][CH2:6][N:5](C(OC(C)(C)C)=O)[CH2:4]1.[N:25]1[CH:30]=[CH:29][CH:28]=[C:27]([C:31](O)=[O:32])[CH:26]=1, predict the reaction product. The product is: [ClH:16].[Cl:16][C:13]1[CH:14]=[CH:15][C:10]([C@@H:9]2[O:8][CH2:7][CH2:6][NH:5][CH2:4][C@H:3]2[CH2:2][NH:1][C:31]([C:27]2[CH:26]=[N:25][CH:30]=[CH:29][CH:28]=2)=[O:32])=[CH:11][C:12]=1[F:17].